From a dataset of Forward reaction prediction with 1.9M reactions from USPTO patents (1976-2016). Predict the product of the given reaction. Given the reactants [OH:1][C:2]([C@@H:5]1[CH2:9][CH2:8][CH2:7][C@H:6]1[C:10]([C:12]1[S:13][C:14](I)=[CH:15][N:16]=1)=[O:11])([CH3:4])[CH3:3].[N+:18]([C:21]1[CH:26]=[CH:25][C:24](B(O)O)=[CH:23][CH:22]=1)([O-:20])=[O:19].[F-].[K+].[Cl-].[NH4+], predict the reaction product. The product is: [OH:1][C:2]([C@@H:5]1[CH2:9][CH2:8][CH2:7][C@H:6]1[C:10]([C:12]1[S:13][C:14]([C:24]2[CH:25]=[CH:26][C:21]([N+:18]([O-:20])=[O:19])=[CH:22][CH:23]=2)=[CH:15][N:16]=1)=[O:11])([CH3:4])[CH3:3].